Predict the product of the given reaction. From a dataset of Forward reaction prediction with 1.9M reactions from USPTO patents (1976-2016). (1) Given the reactants [C:1]([NH:4][NH:5][C:6]([C:8]1[C:9]([N:17]2[CH2:22][CH2:21][N:20](C(OC(C)(C)C)=O)[CH2:19][CH2:18]2)=[C:10]2[CH:16]=[CH:15][NH:14][C:11]2=[N:12][CH:13]=1)=[O:7])(=O)[CH3:2], predict the reaction product. The product is: [CH3:2][C:1]1[O:7][C:6]([C:8]2[C:9]([N:17]3[CH2:22][CH2:21][NH:20][CH2:19][CH2:18]3)=[C:10]3[CH:16]=[CH:15][NH:14][C:11]3=[N:12][CH:13]=2)=[N:5][N:4]=1. (2) Given the reactants Cl[C:2]1[N:3]=[C:4]2[CH:20]=[C:19]([Cl:21])[CH:18]=[N:17][C:5]2=[N:6][C:7]=1[N:8]1[CH2:15][CH:14]2[CH:10]([CH2:11][N:12]([CH3:16])[CH2:13]2)[CH2:9]1.O.[NH2:23][NH2:24], predict the reaction product. The product is: [Cl:21][C:19]1[CH:18]=[N:17][C:5]2=[N:6][C:7]([N:8]3[CH2:15][CH:14]4[CH:10]([CH2:11][N:12]([CH3:16])[CH2:13]4)[CH2:9]3)=[C:2]([NH:23][NH2:24])[N:3]=[C:4]2[CH:20]=1. (3) Given the reactants [NH2:1][C:2]1[N:7]=[CH:6][C:5]([N:8]([CH3:28])[C:9](=[O:27])[C:10]([C:13]2[CH:18]=[C:17]([C:19]([F:22])([F:21])[F:20])[CH:16]=[C:15]([C:23]([F:26])([F:25])[F:24])[CH:14]=2)([CH3:12])[CH3:11])=[C:4]([C:29]2[CH:34]=[CH:33][CH:32]=[CH:31][C:30]=2[CH3:35])[CH:3]=1.C[Si](C)(C)Cl.[C:41](Cl)(=[O:47])[CH2:42][CH2:43][C:44](Cl)=[O:45], predict the reaction product. The product is: [F:22][C:19]([F:20])([F:21])[C:17]1[CH:18]=[C:13]([C:10]([CH3:12])([CH3:11])[C:9]([N:8]([C:5]2[CH:6]=[N:7][C:2]([N:1]3[C:44](=[O:45])[CH2:43][CH2:42][C:41]3=[O:47])=[CH:3][C:4]=2[C:29]2[CH:34]=[CH:33][CH:32]=[CH:31][C:30]=2[CH3:35])[CH3:28])=[O:27])[CH:14]=[C:15]([C:23]([F:26])([F:24])[F:25])[CH:16]=1.